Dataset: Catalyst prediction with 721,799 reactions and 888 catalyst types from USPTO. Task: Predict which catalyst facilitates the given reaction. Reactant: [C:1]([O:5][C:6]([N:8]1[CH2:15][CH2:14][C:11]2([O:13][CH2:12]2)[CH2:10][CH2:9]1)=[O:7])([CH3:4])([CH3:3])[CH3:2].[CH2:16]([NH:23][CH3:24])[C:17]1[CH:22]=[CH:21][CH:20]=[CH:19][CH:18]=1. Product: [C:1]([O:5][C:6]([N:8]1[CH2:15][CH2:14][C:11]([CH2:12][N:23]([CH2:16][C:17]2[CH:22]=[CH:21][CH:20]=[CH:19][CH:18]=2)[CH3:24])([OH:13])[CH2:10][CH2:9]1)=[O:7])([CH3:4])([CH3:3])[CH3:2]. The catalyst class is: 12.